Dataset: Full USPTO retrosynthesis dataset with 1.9M reactions from patents (1976-2016). Task: Predict the reactants needed to synthesize the given product. (1) The reactants are: [NH2:1][C:2]1[C:6]([C:7]([NH2:9])=[O:8])=[CH:5][CH:4]([C:10]2[CH:15]=[CH:14][C:13]([I:16])=[CH:12][C:11]=2[Cl:17])[C:3]=1C(O)=O.P(=O)(O)(O)O.[OH-].[Na+]. Given the product [NH2:1][C:2]1[C:6]([C:7]([NH2:9])=[O:8])=[CH:5][CH:4]([C:10]2[CH:15]=[CH:14][C:13]([I:16])=[CH:12][C:11]=2[Cl:17])[CH:3]=1, predict the reactants needed to synthesize it. (2) Given the product [CH3:43][NH:44][C:35]([NH:22][C:21]1[CH:20]=[CH:19][C:18]([C:15]2[N:14]=[C:13]([N:25]3[CH2:30][CH2:29][O:28][CH2:27][CH2:26]3)[C:12]3[C:17](=[C:8]4[CH:7]=[CH:6][N:5]([S:2]([CH3:1])(=[O:4])=[O:3])[C:9]4=[CH:10][CH:11]=3)[N:16]=2)=[CH:24][CH:23]=1)=[O:41], predict the reactants needed to synthesize it. The reactants are: [CH3:1][S:2]([N:5]1[C:9]2=[CH:10][CH:11]=[C:12]3[C:17]([N:16]=[C:15]([C:18]4[CH:24]=[CH:23][C:21]([NH2:22])=[CH:20][CH:19]=4)[N:14]=[C:13]3[N:25]3[CH2:30][CH2:29][O:28][CH2:27][CH2:26]3)=[C:8]2[CH:7]=[CH:6]1)(=[O:4])=[O:3].ClC(Cl)(O[C:35](=[O:41])OC(Cl)(Cl)Cl)Cl.[CH3:43][NH2:44].